This data is from Forward reaction prediction with 1.9M reactions from USPTO patents (1976-2016). The task is: Predict the product of the given reaction. (1) Given the reactants [O:1]=[C:2]1[C:10](=O)[C:9]2[C:4](=[CH:5][CH:6]=[CH:7][CH:8]=2)[N:3]1[CH:12]([CH2:16][CH:17]([CH3:19])[CH3:18])[C:13]([OH:15])=[O:14].O.NN, predict the reaction product. The product is: [CH3:18][CH:17]([CH3:19])[CH2:16][CH:12]([N:3]1[C:4]2[C:9](=[CH:8][CH:7]=[CH:6][CH:5]=2)[CH2:10][C:2]1=[O:1])[C:13]([OH:15])=[O:14]. (2) Given the reactants [CH:1]([C:3]1[CH:8]=[CH:7][C:6](OB(O)O)=[CH:5][CH:4]=1)=[O:2].[CH3:13][O:14][C:15](=[O:23])[C:16]1[CH:21]=[CH:20][CH:19]=[CH:18][C:17]=1Br.P([O-])([O-])([O-])=O.[K+].[K+].[K+], predict the reaction product. The product is: [CH3:13][O:14][C:15](=[O:23])[C:16]1[CH:21]=[CH:20][CH:19]=[CH:18][C:17]=1[C:6]1[CH:7]=[CH:8][C:3]([CH:1]=[O:2])=[CH:4][CH:5]=1. (3) Given the reactants [N+]([C:4]1[CH:11]=[C:10]([C:12]([F:15])([F:14])[F:13])[CH:9]=[CH:8][C:5]=1[C:6]#[N:7])([O-])=O.[CH3:16][O-:17].[Na+].O, predict the reaction product. The product is: [CH3:16][O:17][C:4]1[CH:11]=[C:10]([C:12]([F:15])([F:14])[F:13])[CH:9]=[CH:8][C:5]=1[C:6]#[N:7].